From a dataset of Catalyst prediction with 721,799 reactions and 888 catalyst types from USPTO. Predict which catalyst facilitates the given reaction. Reactant: [F:1][C:2]1[CH:7]=[CH:6][CH:5]=[C:4](I)[CH:3]=1.[Li]CCCC.CCCCCC.[NH2:20][C:21]1[C:32]([CH3:33])=[CH:31][CH:30]=[CH:29][C:22]=1[C:23](N(OC)C)=[O:24].Cl. Product: [NH2:20][C:21]1[C:32]([CH3:33])=[CH:31][CH:30]=[CH:29][C:22]=1[C:23]([C:4]1[CH:5]=[CH:6][CH:7]=[C:2]([F:1])[CH:3]=1)=[O:24]. The catalyst class is: 1.